From a dataset of NCI-60 drug combinations with 297,098 pairs across 59 cell lines. Regression. Given two drug SMILES strings and cell line genomic features, predict the synergy score measuring deviation from expected non-interaction effect. Drug 1: CCCS(=O)(=O)NC1=C(C(=C(C=C1)F)C(=O)C2=CNC3=C2C=C(C=N3)C4=CC=C(C=C4)Cl)F. Drug 2: C1=NC2=C(N1)C(=S)N=C(N2)N. Cell line: COLO 205. Synergy scores: CSS=51.3, Synergy_ZIP=4.68, Synergy_Bliss=6.03, Synergy_Loewe=-1.54, Synergy_HSA=7.83.